From a dataset of Catalyst prediction with 721,799 reactions and 888 catalyst types from USPTO. Predict which catalyst facilitates the given reaction. Reactant: [N+:1]([C:4]1[CH:12]=[CH:11][CH:10]=[C:9]2[C:5]=1[CH:6]=[N:7][NH:8]2)([O-:3])=[O:2].[OH-].[K+].Br[CH2:16][C:17]1[CH:22]=[CH:21][C:20]([F:23])=[CH:19][C:18]=1[F:24]. Product: [F:24][C:18]1[CH:19]=[C:20]([F:23])[CH:21]=[CH:22][C:17]=1[CH2:16][N:8]1[C:9]2[C:5](=[C:4]([N+:1]([O-:3])=[O:2])[CH:12]=[CH:11][CH:10]=2)[CH:6]=[N:7]1. The catalyst class is: 21.